From a dataset of Forward reaction prediction with 1.9M reactions from USPTO patents (1976-2016). Predict the product of the given reaction. (1) Given the reactants [NH2:1][C:2]([C:5]1[N:6]([CH3:24])[C:7](=[O:23])[C:8]([OH:22])=[C:9]([C:11]([NH:13][CH2:14][C:15]2[CH:20]=[CH:19][C:18]([F:21])=[CH:17][CH:16]=2)=[O:12])[N:10]=1)([CH3:4])[CH3:3].C(N(CC)CC)C.Cl[C:33](=[O:38])[C:34]([O:36][CH3:37])=[O:35], predict the reaction product. The product is: [F:21][C:18]1[CH:17]=[CH:16][C:15]([CH2:14][NH:13][C:11]([C:9]2[N:10]=[C:5]([C:2]([NH:1][C:33](=[O:38])[C:34]([O:36][CH3:37])=[O:35])([CH3:4])[CH3:3])[N:6]([CH3:24])[C:7](=[O:23])[C:8]=2[OH:22])=[O:12])=[CH:20][CH:19]=1. (2) Given the reactants [CH3:1][O:2][C:3]1[C:8]2[N:9]=[N:10][N:11]([CH2:14][C:15]([OH:17])=O)[C:12](=[O:13])[C:7]=2[CH:6]=[CH:5][CH:4]=1.[F:18][C:19]([F:30])([F:29])[C:20]1[CH:25]=[CH:24][C:23]([C@@H:26]([NH2:28])[CH3:27])=[CH:22][CH:21]=1, predict the reaction product. The product is: [CH3:1][O:2][C:3]1[C:8]2[N:9]=[N:10][N:11]([CH2:14][C:15]([NH:28][C@H:26]([C:23]3[CH:22]=[CH:21][C:20]([C:19]([F:18])([F:29])[F:30])=[CH:25][CH:24]=3)[CH3:27])=[O:17])[C:12](=[O:13])[C:7]=2[CH:6]=[CH:5][CH:4]=1. (3) Given the reactants [C:1]([C:3]1[CH:8]=[CH:7][C:6]([N:9]2[C:13](=[O:14])[C:12]([CH3:16])([CH3:15])[N:11]([C:17]3[CH:28]=[CH:27][C:20]([O:21][CH2:22][C:23]([O:25]C)=O)=[C:19]([F:29])[CH:18]=3)[C:10]2=[S:30])=[CH:5][C:4]=1[C:31]([F:34])([F:33])[F:32])#[N:2].[CH3:35][NH2:36], predict the reaction product. The product is: [C:1]([C:3]1[CH:8]=[CH:7][C:6]([N:9]2[C:13](=[O:14])[C:12]([CH3:16])([CH3:15])[N:11]([C:17]3[CH:28]=[CH:27][C:20]([O:21][CH2:22][C:23]([NH:36][CH3:35])=[O:25])=[C:19]([F:29])[CH:18]=3)[C:10]2=[S:30])=[CH:5][C:4]=1[C:31]([F:33])([F:32])[F:34])#[N:2].